From a dataset of Forward reaction prediction with 1.9M reactions from USPTO patents (1976-2016). Predict the product of the given reaction. (1) Given the reactants [NH2:1][C:2]1[CH:3]=[C:4]([CH:10]2[C:19]3[C:18](=[O:20])[CH2:17][CH:16]([CH2:21][CH2:22][CH3:23])[CH2:15][C:14]=3[NH:13][C:12]([CH3:24])=[C:11]2[C:25]#[N:26])[CH:5]=[C:6]([Br:9])[C:7]=1[OH:8].[N+:27]([C:30]1[CH:31]=[C:32]([CH:35]=[CH:36][CH:37]=1)[CH2:33]Br)([O-:29])=[O:28].C(=O)([O-])[O-].[K+].[K+].[I-].[K+], predict the reaction product. The product is: [NH2:1][C:2]1[CH:3]=[C:4]([CH:10]2[C:19]3[C:18](=[O:20])[CH2:17][CH:16]([CH2:21][CH2:22][CH3:23])[CH2:15][C:14]=3[NH:13][C:12]([CH3:24])=[C:11]2[C:25]#[N:26])[CH:5]=[C:6]([Br:9])[C:7]=1[O:8][CH2:33][C:32]1[CH:35]=[CH:36][CH:37]=[C:30]([N+:27]([O-:29])=[O:28])[CH:31]=1. (2) Given the reactants C[O:2][C:3](=[O:20])[CH:4](C(OCC)=O)[CH2:5][C:6]1[S:7][C:8]([NH:11][C:12]([NH2:14])=[S:13])=[N:9][N:10]=1.Cl, predict the reaction product. The product is: [NH:11]([C:8]1[S:7][C:6]([CH2:5][CH2:4][C:3]([OH:20])=[O:2])=[N:10][N:9]=1)[C:12]([NH2:14])=[S:13]. (3) Given the reactants [F:1][C:2]1[CH:10]=[C:9]2[C:5]([CH2:6][CH2:7][N:8]2[C:11]([O:13][C:14]([CH3:17])([CH3:16])[CH3:15])=[O:12])=[CH:4][CH:3]=1.[Br:18]N1C(=O)CCC1=O, predict the reaction product. The product is: [Br:18][C:3]1[CH:4]=[C:5]2[C:9](=[CH:10][C:2]=1[F:1])[N:8]([C:11]([O:13][C:14]([CH3:17])([CH3:16])[CH3:15])=[O:12])[CH2:7][CH2:6]2. (4) Given the reactants C([O:5][C:6](=[O:34])[CH2:7][N:8]1[CH:12]=[CH:11][C:10]([NH:13][C:14](=[O:33])[C@@H:15]([C:22]2[CH:27]=[CH:26][C:25]([S:28]([CH3:31])(=[O:30])=[O:29])=[C:24]([Cl:32])[CH:23]=2)[CH2:16][CH:17]2[CH2:21][CH2:20][CH2:19][CH2:18]2)=[N:9]1)(C)(C)C, predict the reaction product. The product is: [Cl:32][C:24]1[CH:23]=[C:22]([C@@H:15]([CH2:16][CH:17]2[CH2:21][CH2:20][CH2:19][CH2:18]2)[C:14]([NH:13][C:10]2[CH:11]=[CH:12][N:8]([CH2:7][C:6]([OH:34])=[O:5])[N:9]=2)=[O:33])[CH:27]=[CH:26][C:25]=1[S:28]([CH3:31])(=[O:30])=[O:29]. (5) Given the reactants [C:1]([CH2:3][CH2:4][CH2:5][CH2:6][CH:7](/[CH:20]=[CH:21]/[C:22]1[CH:27]=[CH:26][CH:25]=[CH:24][C:23]=1[OH:28])[CH2:8][CH2:9][C:10]1[CH:19]=[CH:18][C:13]([C:14]([O:16][CH3:17])=[O:15])=[CH:12][CH:11]=1)#[N:2].[C:29]([C:33]1[CH:40]=[CH:39][C:36]([CH2:37]Br)=[CH:35][CH:34]=1)([CH3:32])([CH3:31])[CH3:30].C(=O)([O-])[O-].[K+].[K+], predict the reaction product. The product is: [C:29]([C:33]1[CH:34]=[CH:35][C:36]([CH2:37][O:28][C:23]2[CH:24]=[CH:25][CH:26]=[CH:27][C:22]=2/[CH:21]=[CH:20]/[CH:7]([CH2:6][CH2:5][CH2:4][CH2:3][C:1]#[N:2])[CH2:8][CH2:9][C:10]2[CH:11]=[CH:12][C:13]([C:14]([O:16][CH3:17])=[O:15])=[CH:18][CH:19]=2)=[CH:39][CH:40]=1)([CH3:32])([CH3:30])[CH3:31]. (6) Given the reactants C([N:3](CC)CC)C.[Cl:8][C:9]1[CH:10]=[C:11]([CH2:15][CH:16]([OH:35])/[CH:17]=[CH:18]/[C@H:19]2[CH2:24][CH2:23][CH2:22][C:21](=[O:25])[N:20]2[CH2:26][CH2:27][CH2:28][CH2:29][O:30][CH2:31][C:32](O)=[O:33])[CH:12]=[CH:13][CH:14]=1.ClC(OCC)=O.N.C([O-])(O)=O.[Na+], predict the reaction product. The product is: [Cl:8][C:9]1[CH:10]=[C:11]([CH2:15][CH:16]([OH:35])/[CH:17]=[CH:18]/[C@H:19]2[CH2:24][CH2:23][CH2:22][C:21](=[O:25])[N:20]2[CH2:26][CH2:27][CH2:28][CH2:29][O:30][CH2:31][C:32]([NH2:3])=[O:33])[CH:12]=[CH:13][CH:14]=1. (7) Given the reactants [CH3:1][CH:2]([CH3:16])[CH2:3][CH2:4][CH2:5][NH:6][C:7]([C:9]1[N:10]=[N:11][C:12](Cl)=[CH:13][CH:14]=1)=[O:8].[N:17]1([C:23]([C:25]2[CH:30]=[CH:29][CH:28]=[CH:27][C:26]=2[C:31]([F:34])([F:33])[F:32])=[O:24])[CH2:22][CH2:21][NH:20][CH2:19][CH2:18]1, predict the reaction product. The product is: [CH3:1][CH:2]([CH3:16])[CH2:3][CH2:4][CH2:5][NH:6][C:7]([C:9]1[N:10]=[N:11][C:12]([N:20]2[CH2:21][CH2:22][N:17]([C:23](=[O:24])[C:25]3[CH:30]=[CH:29][CH:28]=[CH:27][C:26]=3[C:31]([F:34])([F:32])[F:33])[CH2:18][CH2:19]2)=[CH:13][CH:14]=1)=[O:8]. (8) Given the reactants [F:8][C:7]([F:10])([F:9])[C:6](O[C:6](=[O:11])[C:7]([F:10])([F:9])[F:8])=[O:11].C(N(CC)CC)C.[O:21]1[C:26]2([CH2:31][CH2:30][N:29]([C:32]([O:34][C:35]([CH3:38])([CH3:37])[CH3:36])=[O:33])[CH2:28][CH2:27]2)[CH2:25][NH:24][CH2:23][CH2:22]1.O, predict the reaction product. The product is: [F:10][C:7]([F:8])([F:9])[C:6]([N:24]1[CH2:25][C:26]2([CH2:31][CH2:30][N:29]([C:32]([O:34][C:35]([CH3:38])([CH3:37])[CH3:36])=[O:33])[CH2:28][CH2:27]2)[O:21][CH2:22][CH2:23]1)=[O:11]. (9) Given the reactants P(Cl)(Cl)Cl.[Cl:5][C:6]1[CH:11]=[C:10]([N+:12]([O-:14])=[O:13])[CH:9]=[CH:8][N+:7]=1[O-].C(=O)(O)[O-].[Na+], predict the reaction product. The product is: [Cl:5][C:6]1[CH:11]=[C:10]([N+:12]([O-:14])=[O:13])[CH:9]=[CH:8][N:7]=1.